This data is from Reaction yield outcomes from USPTO patents with 853,638 reactions. The task is: Predict the reaction yield, written as a fraction of the theoretical maximum amount of product (1.0 means a 100% yield; for example, 0.34 means a 34% yield). (1) The reactants are C([O:4][C@H:5]1[CH2:10][CH2:9][C@@:8]([C@H:12]2[CH2:20][CH2:19][C@@:18]3([CH3:21])[C@@H:14]([CH2:15][CH2:16][C:17]3=[CH2:22])[C@@H:13]2[CH2:23][N:24]2[CH:28]=[N:27][CH:26]=[N:25]2)([CH3:11])[C@@H:7]([CH2:29][O:30][Si](C(C)(C)C)(C)C)[CH2:6]1)(=O)C.C[O-].[Na+].C(O)(=O)C.O. The catalyst is CO. The product is [N:24]1([CH2:23][C@@H:13]2[C@@H:12]([C@@:8]3([CH3:11])[CH2:9][CH2:10][C@H:5]([OH:4])[CH2:6][C@@H:7]3[CH2:29][OH:30])[CH2:20][CH2:19][C@@:18]3([CH3:21])[C@H:14]2[CH2:15][CH2:16][C:17]3=[CH2:22])[CH:28]=[N:27][CH:26]=[N:25]1. The yield is 0.920. (2) The reactants are C(O[BH-](OC(=O)C)OC(=O)C)(=O)C.[Na+].[Cl:15][C:16]1[CH:35]=[CH:34][C:19]2[O:20][C:21]3[CH:33]=[CH:32][CH:31]=[CH:30][C:22]=3[C@@H:23]3[C@H:28]([NH2:29])[CH2:27][CH2:26][CH2:25][N:24]3[C:18]=2[CH:17]=1.[CH:36](=O)[CH:37]([CH3:39])[CH3:38]. The catalyst is C(Cl)Cl. The product is [CH3:36][CH:37]([CH3:39])[CH2:38][NH:29][C@H:28]1[C@@H:23]2[N:24]([C:18]3[CH:17]=[C:16]([Cl:15])[CH:35]=[CH:34][C:19]=3[O:20][C:21]3[CH:33]=[CH:32][CH:31]=[CH:30][C:22]=32)[CH2:25][CH2:26][CH2:27]1. The yield is 1.00. (3) The reactants are Br[C:2]1[CH:3]=[C:4]([N:9]([S:14]([CH3:17])(=[O:16])=[O:15])S(C)(=O)=O)[C:5]([Cl:8])=[N:6][CH:7]=1.CC1(C)C2C(=C(P(C3C=CC=CC=3)C3C=CC=CC=3)C=CC=2)OC2C(P(C3C=CC=CC=3)C3C=CC=CC=3)=CC=CC1=2.CC([O-])(C)C.[Na+].[C:66]1([C:72]([C:74]2[CH:79]=[CH:78][CH:77]=[CH:76][CH:75]=2)=[NH:73])[CH:71]=[CH:70][CH:69]=[CH:68][CH:67]=1. The catalyst is CN(C=O)C.C1C=CC(/C=C/C(/C=C/C2C=CC=CC=2)=O)=CC=1.C1C=CC(/C=C/C(/C=C/C2C=CC=CC=2)=O)=CC=1.C1C=CC(/C=C/C(/C=C/C2C=CC=CC=2)=O)=CC=1.[Pd].[Pd]. The product is [Cl:8][C:5]1[C:4]([NH:9][S:14]([CH3:17])(=[O:16])=[O:15])=[CH:3][C:2]([N:73]=[C:72]([C:66]2[CH:71]=[CH:70][CH:69]=[CH:68][CH:67]=2)[C:74]2[CH:79]=[CH:78][CH:77]=[CH:76][CH:75]=2)=[CH:7][N:6]=1. The yield is 0.770.